From a dataset of Full USPTO retrosynthesis dataset with 1.9M reactions from patents (1976-2016). Predict the reactants needed to synthesize the given product. (1) Given the product [F:1][C:2]1[CH:3]=[C:4]([N+:9]([O-:11])=[O:10])[CH:5]=[CH:6][C:7]=1[N:15]1[CH2:16][CH2:17][N:12]([CH2:18][CH2:19][OH:20])[CH2:13][CH2:14]1, predict the reactants needed to synthesize it. The reactants are: [F:1][C:2]1[CH:3]=[C:4]([N+:9]([O-:11])=[O:10])[CH:5]=[CH:6][C:7]=1F.[N:12]1([CH2:18][CH2:19][OH:20])[CH2:17][CH2:16][NH:15][CH2:14][CH2:13]1. (2) Given the product [ClH:36].[CH2:1]([O:8][C:9]1[CH:14]=[CH:13][N:12]([C:15]2[CH:16]=[CH:17][C:18]3[O:27][C:26]4[CH2:25][CH2:24][NH:23][CH2:22][C:21]=4[C:19]=3[CH:20]=2)[C:11](=[O:35])[CH:10]=1)[C:2]1[CH:7]=[CH:6][CH:5]=[CH:4][CH:3]=1, predict the reactants needed to synthesize it. The reactants are: [CH2:1]([O:8][C:9]1[CH:14]=[CH:13][N:12]([C:15]2[CH:16]=[CH:17][C:18]3[O:27][C:26]4[CH2:25][CH2:24][N:23](C(OC(C)(C)C)=O)[CH2:22][C:21]=4[C:19]=3[CH:20]=2)[C:11](=[O:35])[CH:10]=1)[C:2]1[CH:7]=[CH:6][CH:5]=[CH:4][CH:3]=1.[ClH:36]. (3) The reactants are: [C:1]([NH:4][C:5](=S)[NH:6][C:7]1[N:12]=[C:11]2[N:13]([CH2:25][CH3:26])[C:14]([C:16]([N:18]([CH:22]3[CH2:24][CH2:23]3)[CH:19]3[CH2:21][CH2:20]3)=[O:17])=[CH:15][C:10]2=[C:9]2[N:27]([CH3:30])[CH:28]=[N:29][C:8]=12)(=O)[CH3:2].[CH3:32][NH:33][NH2:34]. Given the product [CH:19]1([N:18]([CH:22]2[CH2:23][CH2:24]2)[C:16]([C:14]2[N:13]([CH2:25][CH3:26])[C:11]3=[N:12][C:7]([NH:6][C:5]4[N:4]=[C:1]([CH3:2])[N:33]([CH3:32])[N:34]=4)=[C:8]4[N:29]=[CH:28][N:27]([CH3:30])[C:9]4=[C:10]3[CH:15]=2)=[O:17])[CH2:20][CH2:21]1, predict the reactants needed to synthesize it.